This data is from Full USPTO retrosynthesis dataset with 1.9M reactions from patents (1976-2016). The task is: Predict the reactants needed to synthesize the given product. (1) Given the product [CH3:17][N:18]1[CH:22]=[C:21]([C:2]2[CH:3]=[C:4]([CH:9]=[C:10]([C:12]([F:15])([F:14])[F:13])[CH:11]=2)[C:5]([O:7][CH3:8])=[O:6])[CH:20]=[N:19]1, predict the reactants needed to synthesize it. The reactants are: Br[C:2]1[CH:3]=[C:4]([CH:9]=[C:10]([C:12]([F:15])([F:14])[F:13])[CH:11]=1)[C:5]([O:7][CH3:8])=[O:6].O.[CH3:17][N:18]1[CH:22]=[C:21](B2OC(C)(C)C(C)(C)O2)[CH:20]=[N:19]1.C(=O)([O-])[O-].[Na+].[Na+]. (2) The reactants are: [Cl:1][C:2]1[C:3]([CH2:11][C:12]2[CH:17]=[CH:16][C:15]([F:18])=[CH:14][CH:13]=2)=[CH:4][C:5]([C:8]([OH:10])=O)=[N:6][CH:7]=1.Cl.[F:20][C:21]([F:31])([F:30])[C@H:22]([C:24]1[CH:25]=[N:26][CH:27]=[CH:28][CH:29]=1)[NH2:23]. Given the product [F:31][C:21]([F:20])([F:30])[C@@H:22]([NH:23][C:8]([C:5]1[CH:4]=[C:3]([CH2:11][C:12]2[CH:17]=[CH:16][C:15]([F:18])=[CH:14][CH:13]=2)[C:2]([Cl:1])=[CH:7][N:6]=1)=[O:10])[C:24]1[CH:25]=[N:26][CH:27]=[CH:28][CH:29]=1, predict the reactants needed to synthesize it. (3) Given the product [CH3:9][O:10][C:11]1[CH:16]=[C:15]([C:2]2[CH:8]=[CH:7][C:5]([NH2:6])=[CH:4][CH:3]=2)[CH:14]=[CH:13][CH:12]=1, predict the reactants needed to synthesize it. The reactants are: Br[C:2]1[CH:8]=[CH:7][C:5]([NH2:6])=[CH:4][CH:3]=1.[CH3:9][O:10][C:11]1[CH:12]=[C:13](B(O)O)[CH:14]=[CH:15][CH:16]=1. (4) Given the product [Br:1][C:2]1[CH:7]=[CH:6][C:5]([CH:8]([CH3:23])[C:9]([C:11]2[C:20]3[O:19][CH2:18][C:17](=[O:21])[N:16]([CH3:22])[C:15]=3[CH:14]=[CH:13][CH:12]=2)([OH:10])[C:26]([F:28])([F:27])[F:25])=[C:4]([Cl:24])[CH:3]=1, predict the reactants needed to synthesize it. The reactants are: [Br:1][C:2]1[CH:7]=[CH:6][C:5]([CH:8]([CH3:23])[C:9]([C:11]2[C:20]3[O:19][CH2:18][C:17](=[O:21])[N:16]([CH3:22])[C:15]=3[CH:14]=[CH:13][CH:12]=2)=[O:10])=[C:4]([Cl:24])[CH:3]=1.[F:25][C:26]([Si](C)(C)C)([F:28])[F:27].[F-].C[N+](C)(C)C.